This data is from Reaction yield outcomes from USPTO patents with 853,638 reactions. The task is: Predict the reaction yield, written as a fraction of the theoretical maximum amount of product (1.0 means a 100% yield; for example, 0.34 means a 34% yield). (1) The reactants are [CH3:1][C@@H:2]1[CH2:6][CH2:5][CH2:4][N:3]1[CH2:7][CH2:8][C:9]1[O:10][C:11]2[CH:17]=[CH:16][C:15]([C:18]3[CH:25]=[CH:24][C:21]([C:22]#[N:23])=[CH:20][CH:19]=3)=[CH:14][C:12]=2[CH:13]=1.[O-:26][Mn](=O)(=O)=O.[K+].[O-]S([O-])(=O)=O.[Mg+2]. The catalyst is CC(C)=O.O. The product is [CH3:1][C@@H:2]1[CH2:6][CH2:5][C:4](=[O:26])[N:3]1[CH2:7][CH2:8][C:9]1[O:10][C:11]2[CH:17]=[CH:16][C:15]([C:18]3[CH:19]=[CH:20][C:21]([C:22]#[N:23])=[CH:24][CH:25]=3)=[CH:14][C:12]=2[CH:13]=1. The yield is 0.0200. (2) The reactants are [CH3:1][CH:2]1[C:11]2[C:6](=[C:7]([CH3:23])[CH:8]=[C:9]([C:13]([C:15]3[CH:16]=[N:17][N:18]([CH2:21][CH3:22])[C:19]=3[OH:20])=[O:14])[C:10]=2[CH3:12])[S:5](=[O:25])(=[O:24])[CH2:4][CH2:3]1.ClCCl.C(=O)([O-])[O-].[K+].[K+].[CH2:35]([S:38](Cl)(=[O:40])=[O:39])[CH2:36][CH3:37]. The catalyst is [Cl-].C([N+](CC)(CC)CC)C1C=CC=CC=1.O. The product is [CH3:1][CH:2]1[C:11]2[C:6](=[C:7]([CH3:23])[CH:8]=[C:9]([C:13]([C:15]3[CH:16]=[N:17][N:18]([CH2:21][CH3:22])[C:19]=3[O:20][S:38]([CH2:35][CH2:36][CH3:37])(=[O:40])=[O:39])=[O:14])[C:10]=2[CH3:12])[S:5](=[O:25])(=[O:24])[CH2:4][CH2:3]1. The yield is 0.950.